Task: Binary Classification. Given a T-cell receptor sequence (or CDR3 region) and an epitope sequence, predict whether binding occurs between them.. Dataset: TCR-epitope binding with 47,182 pairs between 192 epitopes and 23,139 TCRs (1) The epitope is FADDLNQLTGY. The TCR CDR3 sequence is CASRRDRSFYNEQFF. Result: 0 (the TCR does not bind to the epitope). (2) The epitope is FVDGVPFVV. The TCR CDR3 sequence is CASYSGAEAFF. Result: 1 (the TCR binds to the epitope). (3) The epitope is SGPLKAEIAQRLED. The TCR CDR3 sequence is CASSLEAGGPSIIIQYF. Result: 0 (the TCR does not bind to the epitope).